From a dataset of Forward reaction prediction with 1.9M reactions from USPTO patents (1976-2016). Predict the product of the given reaction. (1) Given the reactants [CH3:1][N:2]1[C:6]2([CH2:21][C:9]3[CH:10]=[C:11]4[C:16](=[CH:17][C:8]=3[CH2:7]2)[N:15]=[C:14]([C:18](O)=[O:19])[CH:13]=[CH:12]4)[C:5](=[O:22])[NH:4][C:3]1=[O:23].[NH2:24][C:25]1[CH:30]=[CH:29][CH:28]=[CH:27][CH:26]=1.C(Cl)CCl.C1C=CC2N(O)N=NC=2C=1.C(N(CC)C(C)C)(C)C, predict the reaction product. The product is: [CH3:1][N:2]1[C:6]2([CH2:21][C:9]3[CH:10]=[C:11]4[C:16](=[CH:17][C:8]=3[CH2:7]2)[N:15]=[C:14]([C:18]([NH:24][C:25]2[CH:30]=[CH:29][CH:28]=[CH:27][CH:26]=2)=[O:19])[CH:13]=[CH:12]4)[C:5](=[O:22])[NH:4][C:3]1=[O:23]. (2) The product is: [Br:1][C:2]1[CH:3]=[CH:4][C:5]([C:8]2([CH2:13][OH:14])[CH2:12][CH2:11][CH2:10][CH2:9]2)=[CH:6][CH:7]=1. Given the reactants [Br:1][C:2]1[CH:7]=[CH:6][C:5]([C:8]2([C:13](O)=[O:14])[CH2:12][CH2:11][CH2:10][CH2:9]2)=[CH:4][CH:3]=1.[H-].[H-].[H-].[H-].[Li+].[Al+3], predict the reaction product.